This data is from Full USPTO retrosynthesis dataset with 1.9M reactions from patents (1976-2016). The task is: Predict the reactants needed to synthesize the given product. (1) Given the product [NH2:16][C:17]1[CH:18]=[C:19]([Cl:42])[C:20]2[N:24]=[C:23]([CH:25]([F:26])[F:27])[N:22]([C:28]3[N:33]=[C:32]([N:5]4[CH2:6][CH2:7][O:8][C:3]([CH3:9])([CH3:2])[CH2:4]4)[N:31]=[C:30]([N:35]4[CH2:40][CH2:39][O:38][CH2:37][CH2:36]4)[N:29]=3)[C:21]=2[CH:41]=1, predict the reactants needed to synthesize it. The reactants are: Cl.[CH3:2][C:3]1([CH3:9])[O:8][CH2:7][CH2:6][NH:5][CH2:4]1.C(=O)([O-])[O-].[K+].[K+].[NH2:16][C:17]1[CH:18]=[C:19]([Cl:42])[C:20]2[N:24]=[C:23]([CH:25]([F:27])[F:26])[N:22]([C:28]3[N:33]=[C:32](Cl)[N:31]=[C:30]([N:35]4[CH2:40][CH2:39][O:38][CH2:37][CH2:36]4)[N:29]=3)[C:21]=2[CH:41]=1.O. (2) Given the product [CH2:9]([P:4]([Cl:23])(=[O:5])[O:3][CH2:1][CH3:2])[CH2:10][CH2:11][CH2:12][CH2:13][CH2:14][CH2:15][CH2:16][CH2:17][CH:18]=[CH2:19], predict the reactants needed to synthesize it. The reactants are: [CH2:1]([O:3][P:4]([CH2:9][CH2:10][CH2:11][CH2:12][CH2:13][CH2:14][CH2:15][CH2:16][CH2:17][CH:18]=[CH2:19])(=O)[O:5]CC)[CH3:2].C(Cl)(=O)C([Cl:23])=O. (3) Given the product [CH2:34]1[C:35]2[C:31](=[CH:30][C:29]([N:27]3[C:9]4[N:10]=[C:11]([NH:14][C:15]5[CH:16]=[CH:17][C:18]([CH:21]6[CH2:26][CH2:25][N:24]([CH2:40][C:41]([OH:43])=[O:42])[CH2:23][CH2:22]6)=[CH:19][CH:20]=5)[N:12]=[CH:13][C:8]=4[C:7](=[O:38])[C:6]([C:4](=[O:5])[NH:3][O:2][CH3:1])=[CH:28]3)=[CH:37][CH:36]=2)[CH2:32][CH2:33]1, predict the reactants needed to synthesize it. The reactants are: [CH3:1][O:2][NH:3][C:4]([C:6]1[C:7](=[O:38])[C:8]2[CH:13]=[N:12][C:11]([NH:14][C:15]3[CH:20]=[CH:19][C:18]([CH:21]4[CH2:26][CH2:25][NH:24][CH2:23][CH2:22]4)=[CH:17][CH:16]=3)=[N:10][C:9]=2[N:27]([C:29]2[CH:30]=[C:31]3[C:35](=[CH:36][CH:37]=2)[CH2:34][CH2:33][CH2:32]3)[CH:28]=1)=[O:5].Br[CH2:40][C:41]([OH:43])=[O:42].C(N(CC)CC)C. (4) Given the product [NH:22]1[C:23]2[C:28](=[CH:27][CH:26]=[CH:25][CH:24]=2)[C:20]([CH2:19][CH2:18][N:17]2[C:3](=[O:5])[C:2]([OH:1])=[C:8]([C:9](=[O:16])[C:10]3[CH:15]=[CH:14][CH:13]=[N:12][CH:11]=3)[CH:29]2[C:31]2[CH:41]=[CH:40][C:34]([C:35]([O:37][CH2:38][CH3:39])=[O:36])=[CH:33][CH:32]=2)=[CH:21]1, predict the reactants needed to synthesize it. The reactants are: [OH:1]/[C:2](=[CH:8]\[C:9](=[O:16])[C:10]1[CH:11]=[N:12][CH:13]=[CH:14][CH:15]=1)/[C:3]([O:5]CC)=O.[NH2:17][CH2:18][CH2:19][C:20]1[C:28]2[C:23](=[CH:24][CH:25]=[CH:26][CH:27]=2)[NH:22][CH:21]=1.[CH:29]([C:31]1[CH:41]=[CH:40][C:34]([C:35]([O:37][CH2:38][CH3:39])=[O:36])=[CH:33][CH:32]=1)=O. (5) The reactants are: [Br:1][C:2]1[CH:7]=[CH:6][C:5]([NH2:8])=[CH:4][C:3]=1[F:9].O[CH2:11][CH:12]([CH2:14]O)O.[OH-].[NH4+]. Given the product [Br:1][C:2]1[CH:7]=[C:6]2[C:5](=[CH:4][C:3]=1[F:9])[N:8]=[CH:14][CH:12]=[CH:11]2, predict the reactants needed to synthesize it.